This data is from Forward reaction prediction with 1.9M reactions from USPTO patents (1976-2016). The task is: Predict the product of the given reaction. (1) Given the reactants [F:1][C:2]([F:19])([F:18])[C:3]1[CH:8]=[CH:7][C:6]([C:9]([F:12])([F:11])[F:10])=[CH:5][C:4]=1[CH2:13][CH2:14][C:15](O)=O.[N:20]1[C:24]2[CH:25]=[CH:26][C:27]([C:29]([NH:31][NH2:32])=O)=[CH:28][C:23]=2[NH:22][CH:21]=1.COC1C=CC(P2(SP(C3C=CC(OC)=CC=3)(=S)S2)=[S:42])=CC=1.O=P(Cl)(Cl)Cl, predict the reaction product. The product is: [F:1][C:2]([F:19])([F:18])[C:3]1[CH:8]=[CH:7][C:6]([C:9]([F:12])([F:11])[F:10])=[CH:5][C:4]=1[CH2:13][CH2:14][C:15]1[S:42][C:29]([C:27]2[CH:26]=[CH:25][C:24]3[NH:20][CH:21]=[N:22][C:23]=3[CH:28]=2)=[N:31][N:32]=1. (2) Given the reactants [F:1][C@@H:2]1[C@@H:6]([CH2:7][OH:8])[O:5][C@@H:4]([N:9]2[C:19]3[N:18]=[C:16]([NH2:17])[NH:15][C:13](=[O:14])[C:12]=3[N:11]=[CH:10]2)[CH2:3]1.C1C=CC2N(O)N=NC=2C=1.[C:30]([NH:40][C@H:41]([C:45]([O:47][CH2:48][CH:49]([O:69][C:70](=[O:76])[CH2:71][CH2:72][C:73](O)=[O:74])[CH2:50][O:51][C:52](=[O:68])[C@H:53]([CH:65]([CH3:67])[CH3:66])[NH:54][C:55]([O:57][CH2:58][C:59]1[CH:64]=[CH:63][CH:62]=[CH:61][CH:60]=1)=[O:56])=[O:46])[CH:42]([CH3:44])[CH3:43])([O:32][CH2:33][C:34]1[CH:39]=[CH:38][CH:37]=[CH:36][CH:35]=1)=[O:31].C1CCC(N=C=NC2CCCCC2)CC1, predict the reaction product. The product is: [F:1][C@@H:2]1[C@@H:6]([CH2:7][O:8][C:73](=[O:74])[CH2:72][CH2:71][C:70]([O:69][CH:49]([CH2:50][O:51][C:52](=[O:68])[C@H:53]([CH:65]([CH3:67])[CH3:66])[NH:54][C:55]([O:57][CH2:58][C:59]2[CH:64]=[CH:63][CH:62]=[CH:61][CH:60]=2)=[O:56])[CH2:48][O:47][C:45](=[O:46])[C@H:41]([CH:42]([CH3:44])[CH3:43])[NH:40][C:30]([O:32][CH2:33][C:34]2[CH:39]=[CH:38][CH:37]=[CH:36][CH:35]=2)=[O:31])=[O:76])[O:5][C@@H:4]([N:9]2[C:19]3[N:18]=[C:16]([NH2:17])[NH:15][C:13](=[O:14])[C:12]=3[N:11]=[CH:10]2)[CH2:3]1. (3) Given the reactants [CH3:1][O:2][C:3]1[CH:8]=[CH:7][C:6]([N:9]2[CH2:14][CH2:13][N:12]([CH3:15])[C:11](=[O:16])[CH2:10]2)=[CH:5][C:4]=1[NH:17][C:18]([NH2:20])=[S:19].Br.CC(O)=O.CS(C)=O, predict the reaction product. The product is: [NH2:20][C:18]1[S:19][C:5]2[C:6]([N:9]3[CH2:14][CH2:13][N:12]([CH3:15])[C:11](=[O:16])[CH2:10]3)=[CH:7][CH:8]=[C:3]([O:2][CH3:1])[C:4]=2[N:17]=1. (4) Given the reactants [OH-].[Na+].[CH3:3][O:4][C:5]1[CH:14]=[CH:13][C:8]([C:9]([O:11]C)=[O:10])=[CH:7][N:6]=1, predict the reaction product. The product is: [CH3:3][O:4][C:5]1[CH:14]=[CH:13][C:8]([C:9]([OH:11])=[O:10])=[CH:7][N:6]=1. (5) Given the reactants [F:1][C:2]1[CH:10]=[CH:9][C:5]([C:6]([OH:8])=[O:7])=[C:4]([OH:11])[CH:3]=1.S(=O)(=O)(O)O.[CH2:17](O)[CH3:18], predict the reaction product. The product is: [CH2:17]([O:7][C:6](=[O:8])[C:5]1[CH:9]=[CH:10][C:2]([F:1])=[CH:3][C:4]=1[OH:11])[CH3:18]. (6) Given the reactants [CH2:1]1[C:9]2[C:4](=[CH:5][CH:6]=[CH:7][CH:8]=2)[CH2:3][CH:2]1[C:10]([OH:12])=O.Cl[C:14]1[C:22]([Cl:23])=[C:21]2[C:17]([C:18]([C:24]3[CH2:25][CH2:26][NH:27][CH2:28][CH:29]=3)=[CH:19][NH:20]2)=[CH:16][CH:15]=1, predict the reaction product. The product is: [Cl:23][C:22]1[CH:14]=[CH:15][CH:16]=[C:17]2[C:21]=1[NH:20][CH:19]=[C:18]2[C:24]1[CH2:25][CH2:26][N:27]([C:10]([CH:2]2[CH2:1][C:9]3[C:4](=[CH:5][CH:6]=[CH:7][CH:8]=3)[CH2:3]2)=[O:12])[CH2:28][CH:29]=1. (7) Given the reactants C(OC(=O)C)(=O)C.[CH:8]([OH:10])=O.[NH2:11][C:12]1[CH:17]=[CH:16][C:15]([C:18]#[C:19][C:20]2[N:21]([CH2:33][CH3:34])[C:22]3[C:27]([C:28]=2[C:29]#[N:30])=[CH:26][CH:25]=[C:24]([O:31][CH3:32])[CH:23]=3)=[CH:14][CH:13]=1.C(OC=O)(=O)C, predict the reaction product. The product is: [C:29]([C:28]1[C:27]2[C:22](=[CH:23][C:24]([O:31][CH3:32])=[CH:25][CH:26]=2)[N:21]([CH2:33][CH3:34])[C:20]=1[C:19]#[C:18][C:15]1[CH:16]=[CH:17][C:12]([NH:11][CH:8]=[O:10])=[CH:13][CH:14]=1)#[N:30].